Dataset: Forward reaction prediction with 1.9M reactions from USPTO patents (1976-2016). Task: Predict the product of the given reaction. (1) Given the reactants [OH:1][C:2]1[CH:10]=[CH:9][C:5]([C:6]([OH:8])=[O:7])=[CH:4][CH:3]=1.N1C=CC=CC=1.[C:17](Cl)(=[O:19])[CH3:18], predict the reaction product. The product is: [C:17]([O:1][C:2]1[CH:10]=[CH:9][C:5]([C:6]([OH:8])=[O:7])=[CH:4][CH:3]=1)(=[O:19])[CH3:18]. (2) Given the reactants Cl[C:2]1[CH:11]=[CH:10][C:9]2[C:8]3[C:12]4[NH:19][CH2:18][C@@H:17]([CH3:20])[NH:16][C:15](=[O:21])[C:13]=4[S:14][C:7]=3[CH:6]=[CH:5][C:4]=2[N:3]=1.[OH2:22], predict the reaction product. The product is: [OH:22][C:2]1[CH:11]=[CH:10][C:9]2[C:8]3[C:12]4[NH:19][CH2:18][C@@H:17]([CH3:20])[NH:16][C:15](=[O:21])[C:13]=4[S:14][C:7]=3[CH:6]=[CH:5][C:4]=2[N:3]=1. (3) The product is: [Cl:38][C:35]1[CH:36]=[CH:37][C:29]([NH:28][C:26](=[O:27])[CH2:25][O:24][CH2:23][C:22]([NH:21][C:17]2[CH:18]=[CH:19][CH:20]=[C:15]([C:8]3[C:3]([O:2][CH3:1])=[N:4][C:5]([O:12][CH3:13])=[CH:6][CH:7]=3)[CH:16]=2)=[O:39])=[C:30]([CH:34]=1)[C:31]([OH:33])=[O:32]. Given the reactants [CH3:1][O:2][C:3]1[C:8](B(O)O)=[CH:7][CH:6]=[C:5]([O:12][CH3:13])[N:4]=1.Br[C:15]1[CH:16]=[C:17]([NH:21][C:22](=[O:39])[CH2:23][O:24][CH2:25][C:26]([NH:28][C:29]2[CH:37]=[CH:36][C:35]([Cl:38])=[CH:34][C:30]=2[C:31]([OH:33])=[O:32])=[O:27])[CH:18]=[CH:19][CH:20]=1, predict the reaction product.